From a dataset of NCI-60 drug combinations with 297,098 pairs across 59 cell lines. Regression. Given two drug SMILES strings and cell line genomic features, predict the synergy score measuring deviation from expected non-interaction effect. (1) Drug 1: C1CC(=O)NC(=O)C1N2C(=O)C3=CC=CC=C3C2=O. Drug 2: CC1CCCC2(C(O2)CC(NC(=O)CC(C(C(=O)C(C1O)C)(C)C)O)C(=CC3=CSC(=N3)C)C)C. Cell line: SNB-19. Synergy scores: CSS=42.3, Synergy_ZIP=4.32, Synergy_Bliss=2.38, Synergy_Loewe=-31.7, Synergy_HSA=-1.03. (2) Drug 1: C(=O)(N)NO. Drug 2: CC1C(C(CC(O1)OC2CC(CC3=C2C(=C4C(=C3O)C(=O)C5=C(C4=O)C(=CC=C5)OC)O)(C(=O)CO)O)N)O.Cl. Cell line: MALME-3M. Synergy scores: CSS=31.9, Synergy_ZIP=-2.57, Synergy_Bliss=0.879, Synergy_Loewe=-9.27, Synergy_HSA=0.630. (3) Drug 1: C1=C(C(=O)NC(=O)N1)F. Drug 2: CS(=O)(=O)CCNCC1=CC=C(O1)C2=CC3=C(C=C2)N=CN=C3NC4=CC(=C(C=C4)OCC5=CC(=CC=C5)F)Cl. Cell line: NCI-H226. Synergy scores: CSS=19.4, Synergy_ZIP=7.78, Synergy_Bliss=7.02, Synergy_Loewe=5.06, Synergy_HSA=5.76.